Dataset: Full USPTO retrosynthesis dataset with 1.9M reactions from patents (1976-2016). Task: Predict the reactants needed to synthesize the given product. (1) Given the product [Cl:37][CH2:38][C:39]([NH:1][C@H:2]([C:12]1[C:17]([C:18]2[CH:19]=[CH:20][C:21]([F:27])=[C:22]([CH:26]=2)[C:23]([NH2:25])=[O:24])=[CH:16][CH:15]=[CH:14][N:13]=1)[CH2:3][C:4]1[CH:5]=[C:6]([F:11])[CH:7]=[C:8]([F:10])[CH:9]=1)=[O:40], predict the reactants needed to synthesize it. The reactants are: [NH2:1][C@H:2]([C:12]1[C:17]([C:18]2[CH:19]=[CH:20][C:21]([F:27])=[C:22]([CH:26]=2)[C:23]([NH2:25])=[O:24])=[CH:16][CH:15]=[CH:14][N:13]=1)[CH2:3][C:4]1[CH:9]=[C:8]([F:10])[CH:7]=[C:6]([F:11])[CH:5]=1.CCN(C(C)C)C(C)C.[Cl:37][CH2:38][C:39](Cl)=[O:40]. (2) The reactants are: [OH:1][N:2]1[C:7]([CH3:9])([CH3:8])[CH2:6][CH2:5][CH2:4][C:3]1([CH3:11])[CH3:10].N(OC(C)(C)C)=O.N1C=CC=CC=1.N[C:26]1[CH:31]=[CH:30][CH:29]=[CH:28][CH:27]=1. Given the product [O:1]([N:2]1[C:7]([CH3:9])([CH3:8])[CH2:6][CH2:5][CH2:4][C:3]1([CH3:11])[CH3:10])[C:26]1[CH:31]=[CH:30][CH:29]=[CH:28][CH:27]=1, predict the reactants needed to synthesize it. (3) Given the product [O:20]1[CH2:21][CH2:22][N:17]([C:4]2[C:5]3[S:10][C:9]([C:11]4[N:12]=[C:13]([NH2:16])[S:14][CH:15]=4)=[CH:8][C:6]=3[N:7]=[C:2]([C:31]3[CH:32]=[C:33]4[CH:39]=[CH:38][NH:37][C:34]4=[N:35][CH:36]=3)[N:3]=2)[CH2:18][CH2:19]1, predict the reactants needed to synthesize it. The reactants are: Cl[C:2]1[N:3]=[C:4]([N:17]2[CH2:22][CH2:21][O:20][CH2:19][CH2:18]2)[C:5]2[S:10][C:9]([C:11]3[N:12]=[C:13]([NH2:16])[S:14][CH:15]=3)=[CH:8][C:6]=2[N:7]=1.CC1(C)C(C)(C)OB([C:31]2[CH:32]=[C:33]3[CH:39]=[CH:38][NH:37][C:34]3=[N:35][CH:36]=2)O1.